This data is from Drug-target binding data from BindingDB using IC50 measurements. The task is: Regression. Given a target protein amino acid sequence and a drug SMILES string, predict the binding affinity score between them. We predict pIC50 (pIC50 = -log10(IC50 in M); higher means more potent). Dataset: bindingdb_ic50. (1) The drug is NNC(CCC[C@H](NC(=O)CCC(=O)O)C(=O)O)C(=O)O. The target protein (O15228) has sequence MESSSSSNSYFSVGPTSPSAVVLLYSKELKKWDEFEDILEERRHVSDLKFAMKCYTPLVYKGITPCKPIDIKCSVLNSEEIHYVIKQLSKESLQSVDVLREEVSEILDEMSHKLRLGAIRFCAFTLSKVFKQIFSKVCVNEEGIQKLQRAIQEHPVVLLPSHRSYIDFLMLSFLLYNYDLPVPVIAAGMDFLGMKMVGELLRMSGAFFMRRTFGGNKLYWAVFSEYVKTMLRNGYAPVEFFLEGTRSRSAKTLTPKFGLLNIVMEPFFKREVFDTYLVPISISYDKILEETLYVYELLGVPKPKESTTGLLKARKILSENFGSIHVYFGDPVSLRSLAAGRMSRSSYNLVPRYIPQKQSEDMHAFVTEVAYKMELLQIENMVLSPWTLIVAVLLQNRPSMDFDALVEKTLWLKGLTQAFGGFLIWPDNKPAEEVVPASILLHSNIASLVKDQVILKVDSGDSEVVDGLMLQHITLLMCSAYRNQLLNIFVRPSLVAVALQ.... The pIC50 is 6.3. (2) The target protein (P04229) has sequence MVCLKLPGGSCMTALTVTLMVLSSPLALAGDTRPRFLWQLKFECHFFNGTERVRLLERCIYNQEESVRFDSDVGEYRAVTELGRPDAEYWNSQKDLLEQRRAAVDTYCRHNYGVGESFTVQRRVEPKVTVYPSKTQPLQHHNLLVCSVSGFYPGSIEVRWFRNGQEEKAGVVSTGLIQNGDWTFQTLVMLETVPRSGEVYTCQVEHPSVTSPLTVEWRARSESAQSKMLSGVGGFVLGLLFLGAGLFIYFRNQKGHSGLQPTGFLS. The drug is CCOC(=O)N[C@H](CSCc1ccccc1)C(=O)N[C@H](C(=O)N[C@@H](C)C(=O)N[C@@H](CC(C)C)C(N)=O)C(C)C. The pIC50 is 5.2. (3) The compound is OC[C@H]1O[C@@H](n2cc(-c3ccc(-c4cn([C@@H]5O[C@H](CO)[C@@H](O[C@@H]6O[C@H](CO)[C@H](O)[C@H](O)[C@H]6O)[C@H](O)[C@H]5O)nn4)cc3)nn2)[C@H](O)[C@@H](O)[C@@H]1O[C@@H]1O[C@H](CO)[C@H](O)[C@H](O)[C@H]1O. The target protein (P07583) has sequence MSCQGPVCTNLGLKPGQRLTVKGIIAPNAKSFVMNLGKDSTHLGLHFNPRFDAHGDVNLIVCNSKKMEEWGTEQRETVFPFQKGAPIEITFSINPSDLTVHLPGHQFSFPNRLGLSVFDYFDTHGDFTLRSVSWE. The pIC50 is 2.6. (4) The drug is Cc1ncc(F)cc1NC(=O)C[C@H](C(=O)N[C@@H]1C(=O)N2CC3(CC3)CN2C(=O)c2ccccc21)C1CC1. The target protein (Q8TCT7) has sequence MAAAVAAALARLLAAFLLLAAQVACEYGMVHVVSQAGGPEGKDYCILYNPQWAHLPHDLSKASFLQLRNWTASLLCSAADLPARGFSNQIPLVARGNCTFYEKVRLAQGSGARGLLIVSRERLVPPGGNKTQYDEIGIPVALLSYKDMLDIFTRFGRTVRAALYAPKEPVLDYNMVIIFIMAVGTVAIGGYWAGSRDVKKRYMKHKRDDGPEKQEDEAVDVTPVMTCVFVVMCCSMLVLLYYFYDLLVYVVIGIFCLASATGLYSCLAPCVRRLPFGKCRIPNNSLPYFHKRPQARMLLLALFCVAVSVVWGVFRNEDQWAWVLQDALGIAFCLYMLKTIRLPTFKACTLLLLVLFLYDIFFVFITPFLTKSGSSIMVEVATGPSDSATREKLPMVLKVPRLNSSPLALCDRPFSLLGFGDILVPGLLVAYCHRFDIQVQSSRVYFVACTIAYGVGLLVTFVALALMQRGQPALLYLVPCTLVTSCAVALWRRELGVFWT.... The pIC50 is 6.4.